From a dataset of Full USPTO retrosynthesis dataset with 1.9M reactions from patents (1976-2016). Predict the reactants needed to synthesize the given product. (1) The reactants are: Cl[C:2](OC1C=CC([N+]([O-])=O)=CC=1)=[O:3].[NH2:14][C@H:15]([CH2:35][C:36]1[CH:41]=[CH:40][C:39]([O:42][CH3:43])=[CH:38][CH:37]=1)[C:16]([N:18]1[CH2:23][CH2:22][C:21]([C:30](=[O:34])[CH2:31][CH2:32][CH3:33])([CH:24]2[CH2:29][CH2:28][CH2:27][CH2:26][CH2:25]2)[CH2:20][CH2:19]1)=[O:17].[NH4+].[OH-].Cl.Cl.[NH:48]1[CH:52]=[C:51]([CH2:53][CH2:54][NH2:55])[N:50]=[N:49]1.C(N(CC)CC)C. Given the product [C:30]([C:21]1([CH:24]2[CH2:25][CH2:26][CH2:27][CH2:28][CH2:29]2)[CH2:22][CH2:23][N:18]([C:16](=[O:17])[C@H:15]([NH:14][C:2]([NH:55][CH2:54][CH2:53][C:51]2[N:50]=[N:49][NH:48][CH:52]=2)=[O:3])[CH2:35][C:36]2[CH:37]=[CH:38][C:39]([O:42][CH3:43])=[CH:40][CH:41]=2)[CH2:19][CH2:20]1)(=[O:34])[CH2:31][CH2:32][CH3:33], predict the reactants needed to synthesize it. (2) Given the product [NH2:1][C:2]1[C:3]([F:12])=[C:4]([CH:8]=[CH:9][C:10]=1[Cl:11])[C:5]([NH2:18])=[O:6], predict the reactants needed to synthesize it. The reactants are: [NH2:1][C:2]1[C:3]([F:12])=[C:4]([CH:8]=[CH:9][C:10]=1[Cl:11])[C:5](O)=[O:6].ClC([N:18](C)C)=C(C)C.N. (3) Given the product [OH:24][CH2:23][C:19]1[CH:18]=[C:17]([CH:22]=[CH:21][CH:20]=1)[CH2:16][N:6]1[C:5]([OH:25])=[N:4][C:3]2[C:7]1=[N:8][C:9]([O:11][CH2:12][CH2:13][O:14][CH3:15])=[N:10][C:2]=2[NH2:1], predict the reactants needed to synthesize it. The reactants are: [NH2:1][C:2]1[N:10]=[C:9]([O:11][CH2:12][CH2:13][O:14][CH3:15])[N:8]=[C:7]2[C:3]=1[N:4]=[C:5]([O:25]C)[N:6]2[CH2:16][C:17]1[CH:18]=[C:19]([CH2:23][OH:24])[CH:20]=[CH:21][CH:22]=1.O1CCOCC1.C(O)(C(F)(F)F)=O.N. (4) Given the product [Br:1][C:2]1[CH:11]=[C:10]2[C:5]([CH2:6][CH:7]([CH3:12])[N:8]([C:18]3[CH:17]=[C:16]([Cl:21])[N:15]=[C:14]([NH2:13])[N:19]=3)[CH2:9]2)=[CH:4][CH:3]=1, predict the reactants needed to synthesize it. The reactants are: [Br:1][C:2]1[CH:11]=[C:10]2[C:5]([CH2:6][CH:7]([CH3:12])[NH:8][CH2:9]2)=[CH:4][CH:3]=1.[NH2:13][C:14]1[N:19]=[C:18](Cl)[CH:17]=[C:16]([Cl:21])[N:15]=1. (5) Given the product [Cl:11][C:10]1[CH:9]=[C:8]2[C:4](=[CH:3][C:2]=1[Cl:1])[C:5](=[O:13])[O:6]/[C:7]/2=[CH:21]\[C:18]1[CH:19]=[CH:20][C:15]([F:14])=[C:16]([C:25]([N:27]2[CH2:32][CH2:31][CH:30]([O:33][CH3:34])[CH2:29][CH2:28]2)=[O:26])[CH:17]=1, predict the reactants needed to synthesize it. The reactants are: [Cl:1][C:2]1[CH:3]=[C:4]2[C:8](=[CH:9][C:10]=1[Cl:11])[C:7](=O)[O:6][C:5]2=[O:13].[F:14][C:15]1[CH:20]=[CH:19][C:18]([CH2:21]C(O)=O)=[CH:17][C:16]=1[C:25]([N:27]1[CH2:32][CH2:31][CH:30]([O:33][CH3:34])[CH2:29][CH2:28]1)=[O:26].C([O-])(=O)C.[Na+].[Al]. (6) Given the product [O:1]=[C:2]1[C:11]2[C:6](=[CH:7][CH:8]=[CH:9][CH:10]=2)[C:5]2[CH2:12][C:13]3[CH:14]=[CH:15][C:16]([NH:19][C:22](=[O:23])[CH2:21][Cl:20])=[CH:17][C:18]=3[C:4]=2[NH:3]1, predict the reactants needed to synthesize it. The reactants are: [O:1]=[C:2]1[C:11]2[C:6](=[CH:7][CH:8]=[CH:9][CH:10]=2)[C:5]2[CH2:12][C:13]3[CH:14]=[CH:15][C:16]([NH2:19])=[CH:17][C:18]=3[C:4]=2[NH:3]1.[Cl:20][CH2:21][C:22](Cl)=[O:23]. (7) Given the product [NH2:1][C@H:2]1[CH2:3][CH2:4][C@H:5]([NH:8][C:9]2[CH:16]=[C:15]([N:17]3[C:25]4[CH2:24][C:23]([CH3:27])([CH3:26])[CH2:22][C:21](=[O:28])[C:20]=4[C:19]([C:29]([F:31])([F:32])[F:30])=[N:18]3)[CH:14]=[CH:13][C:10]=2[C:11]([NH2:12])=[O:35])[CH2:6][CH2:7]1, predict the reactants needed to synthesize it. The reactants are: [NH2:1][CH:2]1[CH2:7][CH2:6][CH:5]([NH:8][C:9]2[CH:16]=[C:15]([N:17]3[C:25]4[CH2:24][C:23]([CH3:27])([CH3:26])[CH2:22][C:21](=[O:28])[C:20]=4[C:19]([C:29]([F:32])([F:31])[F:30])=[N:18]3)[CH:14]=[CH:13][C:10]=2[C:11]#[N:12])[CH2:4][CH2:3]1.CC[OH:35].[OH-].[Na+].OO.